This data is from Catalyst prediction with 721,799 reactions and 888 catalyst types from USPTO. The task is: Predict which catalyst facilitates the given reaction. (1) Reactant: [I-].[Na+].[CH3:3][O:4][CH2:5][CH2:6][NH2:7].[O:8]([CH2:16][CH2:17]Br)[Si:9]([C:12]([CH3:15])([CH3:14])[CH3:13])([CH3:11])[CH3:10]. Product: [O:8]([CH2:16][CH2:17][NH:7][CH2:6][CH2:5][O:4][CH3:3])[Si:9]([C:12]([CH3:15])([CH3:14])[CH3:13])([CH3:11])[CH3:10]. The catalyst class is: 8. (2) Reactant: [Cl:1][C:2]1[CH:7]=[CH:6][C:5]([C:8]2[N:12]([CH:13]3[CH2:15][CH2:14]3)[C:11](=[O:16])[N:10]([CH2:17][C:18](O)=[O:19])[N:9]=2)=[CH:4][CH:3]=1.C[Si](C=[N+:26]=[N-:27])(C)C.O.NN. Product: [Cl:1][C:2]1[CH:3]=[CH:4][C:5]([C:8]2[N:12]([CH:13]3[CH2:14][CH2:15]3)[C:11](=[O:16])[N:10]([CH2:17][C:18]([NH:26][NH2:27])=[O:19])[N:9]=2)=[CH:6][CH:7]=1. The catalyst class is: 442. (3) Reactant: [C:1]([C:4]1[C:12]2[C:7](=[CH:8][CH:9]=[C:10]([C:13]3[CH:14]=[N:15][CH:16]=[N:17][CH:18]=3)[CH:11]=2)[N:6](CC(O)=O)[N:5]=1)(=[O:3])[NH2:2].CCN([CH:29]([CH3:31])C)C(C)C.Cl.[Br:33][C:34]1[N:39]=[C:38]([NH:40][C:41]([C@@H:43]2[CH2:48][C@@H:47]3[C@@H:45]([CH2:46]3)[NH:44]2)=[O:42])[CH:37]=[CH:36][CH:35]=1.CN(C([O:56]N1N=NC2C=CC=NC1=2)=[N+](C)C)C.F[P-](F)(F)(F)(F)F. Product: [Br:33][C:34]1[N:39]=[C:38]([NH:40][C:41]([C@@H:43]2[CH2:48][C@@H:47]3[C@@H:45]([CH2:46]3)[N:44]2[C:29](=[O:56])[CH2:31][N:5]2[CH:4]([C:1]([NH2:2])=[O:3])[C:12]3[C:7](=[CH:8][CH:9]=[C:10]([C:13]4[CH:18]=[N:17][CH:16]=[N:15][CH:14]=4)[CH:11]=3)[NH:6]2)=[O:42])[CH:37]=[CH:36][CH:35]=1. The catalyst class is: 18. (4) The catalyst class is: 32. Product: [Cl:40][C:23]1[S:22][C:21]([C:18]2[CH:19]=[CH:20][C:15]([C:12]3[CH:13]=[CH:14][C:9]([C:6]4([C:4]([OH:5])=[O:3])[CH2:8][CH2:7]4)=[CH:10][CH:11]=3)=[C:16]([O:41][CH3:42])[CH:17]=2)=[C:25]([NH:26][C:27]([O:29][C@@H:30]([C:32]2[CH:37]=[CH:36][C:35]([F:38])=[C:34]([F:39])[CH:33]=2)[CH3:31])=[O:28])[CH:24]=1. Reactant: C([O:3][C:4]([C:6]1([C:9]2[CH:14]=[CH:13][C:12]([C:15]3[CH:20]=[CH:19][C:18]([C:21]4[S:22][C:23]([Cl:40])=[CH:24][C:25]=4[NH:26][C:27]([O:29][C@@H:30]([C:32]4[CH:37]=[CH:36][C:35]([F:38])=[C:34]([F:39])[CH:33]=4)[CH3:31])=[O:28])=[CH:17][C:16]=3[O:41][CH3:42])=[CH:11][CH:10]=2)[CH2:8][CH2:7]1)=[O:5])C.[OH-].[Na+].Cl. (5) Reactant: C(N(CC)CC)C.Cl.Cl.[NH2:10][C@H:11]1[CH:16]2[CH2:17][CH2:18][N:13]([CH2:14][CH2:15]2)[CH2:12]1.[CH2:19]([C:23]1[CH:31]=[CH:30][C:26]([C:27](O)=[O:28])=[CH:25][CH:24]=1)[CH2:20][CH2:21][CH3:22].[I-].ClC1C=CC=C[N+]=1C. Product: [CH2:19]([C:23]1[CH:24]=[CH:25][C:26]([C:27]([NH:10][C@H:11]2[CH:16]3[CH2:17][CH2:18][N:13]([CH2:14][CH2:15]3)[CH2:12]2)=[O:28])=[CH:30][CH:31]=1)[CH2:20][CH2:21][CH3:22]. The catalyst class is: 192. (6) Reactant: [C:1]([O:5][C:6](=[O:12])[CH:7]([NH2:11])[CH:8]([CH3:10])[CH3:9])([CH3:4])([CH3:3])[CH3:2].N1C=CC=CC=1.[O:19]([C:21]1[CH:26]=[CH:25][C:24]([S:27](Cl)(=[O:29])=[O:28])=[CH:23][CH:22]=1)[CH3:20].CCOC(C)=O.CCCCCC. Product: [C:1]([O:5][C:6](=[O:12])[CH:7]([NH:11][S:27]([C:24]1[CH:23]=[CH:22][C:21]([O:19][CH3:20])=[CH:26][CH:25]=1)(=[O:29])=[O:28])[CH:8]([CH3:9])[CH3:10])([CH3:2])([CH3:4])[CH3:3]. The catalyst class is: 10. (7) Reactant: [NH:1]1[CH2:6][CH2:5][O:4][CH2:3][CH2:2]1.C(=O)([O-])[O-].[Na+].[Na+].Cl[C:14]1[N:19]=[CH:18][N:17]=[C:16]([O:20][C:21]2[CH:47]=[CH:46][C:45]([F:48])=[CH:44][C:22]=2[CH2:23][NH:24][C:25]([NH:27][C:28]2[N:32]([C:33]3[CH:38]=[CH:37][C:36]([CH3:39])=[CH:35][CH:34]=3)[N:31]=[C:30]([C:40]([CH3:43])([CH3:42])[CH3:41])[CH:29]=2)=[O:26])[CH:15]=1. Product: [F:48][C:45]1[CH:46]=[CH:47][C:21]([O:20][C:16]2[CH:15]=[C:14]([N:1]3[CH2:6][CH2:5][O:4][CH2:3][CH2:2]3)[N:19]=[CH:18][N:17]=2)=[C:22]([CH:44]=1)[CH2:23][NH:24][C:25]([NH:27][C:28]1[N:32]([C:33]2[CH:34]=[CH:35][C:36]([CH3:39])=[CH:37][CH:38]=2)[N:31]=[C:30]([C:40]([CH3:43])([CH3:41])[CH3:42])[CH:29]=1)=[O:26]. The catalyst class is: 8.